This data is from TCR-epitope binding with 47,182 pairs between 192 epitopes and 23,139 TCRs. The task is: Binary Classification. Given a T-cell receptor sequence (or CDR3 region) and an epitope sequence, predict whether binding occurs between them. (1) The epitope is GTSGSPIIDK. The TCR CDR3 sequence is CASSLGLAGGLFQETQYF. Result: 0 (the TCR does not bind to the epitope). (2) The epitope is FSKQLQQSM. The TCR CDR3 sequence is CASSYSGLGADTQYF. Result: 0 (the TCR does not bind to the epitope).